Dataset: Ames mutagenicity test results for genotoxicity prediction. Task: Regression/Classification. Given a drug SMILES string, predict its toxicity properties. Task type varies by dataset: regression for continuous values (e.g., LD50, hERG inhibition percentage) or binary classification for toxic/non-toxic outcomes (e.g., AMES mutagenicity, cardiotoxicity, hepatotoxicity). Dataset: ames. (1) The compound is C=CCOC(=O)COCCC(C)C. The result is 0 (non-mutagenic). (2) The drug is Cn1c([N+](=O)[O-])cnc1C(O)c1cc(C(C)(C)C)cc(C(C)(C)C)c1O. The result is 0 (non-mutagenic). (3) The compound is COC(=O)/C(C)=C/c1ccc([N+](=O)[O-])o1. The result is 1 (mutagenic). (4) The drug is O=NN(O)c1ccccc1. The result is 1 (mutagenic). (5) The drug is O=C(Cc1ccccc1)OCc1ccccc1. The result is 0 (non-mutagenic). (6) The compound is O=C(O)CCCc1c[nH]c2ccccc12. The result is 0 (non-mutagenic).